This data is from Forward reaction prediction with 1.9M reactions from USPTO patents (1976-2016). The task is: Predict the product of the given reaction. (1) Given the reactants [C:1]([O:5][C:6]([N:8]1[CH2:13][CH2:12][CH:11]([NH:14][C:15]2[CH:20]=[CH:19][C:18]([Br:21])=[CH:17][CH:16]=2)[CH2:10][CH2:9]1)=[O:7])([CH3:4])([CH3:3])[CH3:2].I[C:23]1[CH:28]=[CH:27][CH:26]=[CH:25][CH:24]=1, predict the reaction product. The product is: [C:1]([O:5][C:6]([N:8]1[CH2:13][CH2:12][CH:11]([N:14]([C:15]2[CH:20]=[CH:19][C:18]([Br:21])=[CH:17][CH:16]=2)[C:23]2[CH:28]=[CH:27][CH:26]=[CH:25][CH:24]=2)[CH2:10][CH2:9]1)=[O:7])([CH3:4])([CH3:2])[CH3:3]. (2) Given the reactants [Cl:1][C:2]1[CH:15]=[CH:14][C:13]([N+:16]([O-])=O)=[CH:12][C:3]=1[C:4]([NH:6][C:7]1([C:10]#[N:11])[CH2:9][CH2:8]1)=[O:5], predict the reaction product. The product is: [NH2:16][C:13]1[CH:14]=[CH:15][C:2]([Cl:1])=[C:3]([CH:12]=1)[C:4]([NH:6][C:7]1([C:10]#[N:11])[CH2:9][CH2:8]1)=[O:5]. (3) Given the reactants [C:1]([O:5][C:6](=[O:39])[CH:7]([CH2:33][O:34][CH2:35][CH2:36][O:37][CH3:38])[CH2:8][C:9]1([C:14]([NH:16][CH:17]2[CH2:22][CH2:21][CH:20]([C:23]([O:25]CC3C=CC=CC=3)=[O:24])[CH2:19][CH2:18]2)=[O:15])[CH2:13][CH2:12][CH2:11][CH2:10]1)([CH3:4])([CH3:3])[CH3:2], predict the reaction product. The product is: [C:1]([O:5][C:6](=[O:39])[CH:7]([CH2:33][O:34][CH2:35][CH2:36][O:37][CH3:38])[CH2:8][C:9]1([C:14]([NH:16][CH:17]2[CH2:18][CH2:19][CH:20]([C:23]([OH:25])=[O:24])[CH2:21][CH2:22]2)=[O:15])[CH2:13][CH2:12][CH2:11][CH2:10]1)([CH3:3])([CH3:4])[CH3:2].